Dataset: Full USPTO retrosynthesis dataset with 1.9M reactions from patents (1976-2016). Task: Predict the reactants needed to synthesize the given product. (1) Given the product [ClH:23].[ClH:23].[CH3:22][C:16]1[CH:17]=[CH:18][C:19]([CH3:21])=[CH:20][C:15]=1[NH:14][CH:11]1[CH2:12][CH2:13][NH:8][CH2:9][CH2:10]1, predict the reactants needed to synthesize it. The reactants are: C(OC([N:8]1[CH2:13][CH2:12][CH:11]([NH:14][C:15]2[CH:20]=[C:19]([CH3:21])[CH:18]=[CH:17][C:16]=2[CH3:22])[CH2:10][CH2:9]1)=O)(C)(C)C.[ClH:23]. (2) Given the product [CH3:1][O:2][C:3]([C:5]1[CH:14]=[C:13]2[C:8]([CH:9]=[C:10]([C:16]3[N:24]=[C:22]([NH:21][CH3:20])[S:23][CH:17]=3)[C:11](=[O:15])[NH:12]2)=[CH:7][CH:6]=1)=[O:4], predict the reactants needed to synthesize it. The reactants are: [CH3:1][O:2][C:3]([C:5]1[CH:14]=[C:13]2[C:8]([CH:9]=[C:10]([C:16](=O)[CH2:17]Br)[C:11](=[O:15])[NH:12]2)=[CH:7][CH:6]=1)=[O:4].[CH3:20][NH:21][C:22]([NH2:24])=[S:23]. (3) Given the product [CH3:19][C:17]1([CH3:20])[O:16][C@H:15]2[C@H:11]([NH:10][C:3]3[C:2]([N:31]4[CH:35]=[CH:34][CH:33]=[N:32]4)=[CH:7][N:6]=[C:5]([S:8][CH3:9])[N:4]=3)[CH2:12][C@H:13]([CH2:21][OH:22])[C@H:14]2[O:18]1, predict the reactants needed to synthesize it. The reactants are: I[C:2]1[C:3]([NH:10][C@H:11]2[C@@H:15]3[O:16][C:17]([CH3:20])([CH3:19])[O:18][C@@H:14]3[C@@H:13]([CH2:21][OH:22])[CH2:12]2)=[N:4][C:5]([S:8][CH3:9])=[N:6][CH:7]=1.P([O-])([O-])([O-])=O.[K+].[K+].[K+].[NH:31]1[CH:35]=[CH:34][CH:33]=[N:32]1.CN[C@@H]1CCCC[C@H]1NC.